From a dataset of TCR-epitope binding with 47,182 pairs between 192 epitopes and 23,139 TCRs. Binary Classification. Given a T-cell receptor sequence (or CDR3 region) and an epitope sequence, predict whether binding occurs between them. (1) The epitope is ILGLPTQTV. The TCR CDR3 sequence is CASSADGSFYEQYF. Result: 0 (the TCR does not bind to the epitope). (2) The epitope is YLNTLTLAV. The TCR CDR3 sequence is CASTTGASGPLTDTQYF. Result: 1 (the TCR binds to the epitope). (3) The epitope is TSNQVAVLY. The TCR CDR3 sequence is CASSSGHMNTEAFF. Result: 1 (the TCR binds to the epitope). (4) The epitope is NEGVKAAW. The TCR CDR3 sequence is CSVEGMREYGYTF. Result: 0 (the TCR does not bind to the epitope).